From a dataset of Peptide-MHC class I binding affinity with 185,985 pairs from IEDB/IMGT. Regression. Given a peptide amino acid sequence and an MHC pseudo amino acid sequence, predict their binding affinity value. This is MHC class I binding data. (1) The peptide sequence is FAPKQKMFS. The MHC is HLA-A02:01 with pseudo-sequence HLA-A02:01. The binding affinity (normalized) is 0.108. (2) The peptide sequence is AANEIRISK. The binding affinity (normalized) is 0.0847. The MHC is HLA-B15:01 with pseudo-sequence HLA-B15:01. (3) The peptide sequence is NIHTAITQVR. The MHC is HLA-A68:01 with pseudo-sequence HLA-A68:01. The binding affinity (normalized) is 0.526. (4) The peptide sequence is WTLVVLLI. The MHC is HLA-B58:01 with pseudo-sequence HLA-B58:01. The binding affinity (normalized) is 0.117. (5) The peptide sequence is AIIGPGLQAK. The MHC is HLA-A11:01 with pseudo-sequence HLA-A11:01. The binding affinity (normalized) is 0.603. (6) The peptide sequence is ELQSVLVTTY. The MHC is HLA-A31:01 with pseudo-sequence HLA-A31:01. The binding affinity (normalized) is 0.105. (7) The peptide sequence is REWGWRIPF. The binding affinity (normalized) is 0.213. The MHC is HLA-C04:01 with pseudo-sequence HLA-C04:01.